The task is: Predict the product of the given reaction.. This data is from Forward reaction prediction with 1.9M reactions from USPTO patents (1976-2016). (1) Given the reactants [C:1]([O:5][C:6]([NH:8][CH2:9][C@H:10]1[CH2:15][CH2:14][C@H:13]([C:16]([NH:18][C@H:19]([C:40](=[O:53])[NH:41][C:42]2[CH:47]=[CH:46][C:45]([C:48]3[N:49]=[N:50][NH:51][N:52]=3)=[CH:44][CH:43]=2)[CH2:20][C:21]2[CH:26]=[CH:25][C:24]([C:27]3[CH:32]=[CH:31][C:30]([C:33]([OH:35])=O)=[C:29]([C:36]([F:39])([F:38])[F:37])[CH:28]=3)=[CH:23][CH:22]=2)=[O:17])[CH2:12][CH2:11]1)=[O:7])([CH3:4])([CH3:3])[CH3:2].[NH2:54][CH:55]1[CH2:60][CH2:59][N:58]([C:61]([O:63][C:64]([CH3:67])([CH3:66])[CH3:65])=[O:62])[CH2:57][CH2:56]1.C(N(CC)C(C)C)(C)C.F[P-](F)(F)(F)(F)F.CN(C(N(C)C)=[N+]1C2C(=NC=CC=2)[N+]([O-])=N1)C, predict the reaction product. The product is: [C:1]([O:5][C:6]([NH:8][CH2:9][C@H:10]1[CH2:11][CH2:12][C@H:13]([C:16]([NH:18][C@H:19]([C:40](=[O:53])[NH:41][C:42]2[CH:43]=[CH:44][C:45]([C:48]3[N:49]=[N:50][NH:51][N:52]=3)=[CH:46][CH:47]=2)[CH2:20][C:21]2[CH:26]=[CH:25][C:24]([C:27]3[CH:32]=[CH:31][C:30]([C:33]([NH:54][CH:55]4[CH2:56][CH2:57][N:58]([C:61]([O:63][C:64]([CH3:67])([CH3:66])[CH3:65])=[O:62])[CH2:59][CH2:60]4)=[O:35])=[C:29]([C:36]([F:38])([F:39])[F:37])[CH:28]=3)=[CH:23][CH:22]=2)=[O:17])[CH2:14][CH2:15]1)=[O:7])([CH3:2])([CH3:4])[CH3:3]. (2) The product is: [N+:14]([C:4]1[CH:3]=[CH:2][C:1]([N:7]2[CH2:12][CH2:11][O:10][CH2:9][C:8]2=[O:13])=[CH:6][CH:5]=1)([O-:16])=[O:15]. Given the reactants [C:1]1([N:7]2[CH2:12][CH2:11][O:10][CH2:9][C:8]2=[O:13])[CH:6]=[CH:5][CH:4]=[CH:3][CH:2]=1.[N+:14]([O-])([OH:16])=[O:15].O.[NH4+].[OH-], predict the reaction product.